Task: Predict the reaction yield, written as a fraction of the theoretical maximum amount of product (1.0 means a 100% yield; for example, 0.34 means a 34% yield).. Dataset: Reaction yield outcomes from USPTO patents with 853,638 reactions (1) The reactants are C(C1C=CC(NC2N=C3C=CC=C([NH:18][C@@H:19]4[CH2:24][CH2:23][C@H:22]([NH:25]C(=O)OC(C)(C)C)[CH2:21][CH2:20]4)N3N=2)=CC=1)#N.Br[C:35]1[N:40]2[N:41]=[C:42]([NH:44][C:45]3[CH:52]=[CH:51][C:48]([C:49]#[N:50])=[CH:47][CH:46]=3)[N:43]=[C:39]2[CH:38]=[CH:37][CH:36]=1.N[C@@H]1CC[C@H](NC(=O)[O:62]C(C)(C)C)CC1.C(=O)([O-])[O-].[Cs+].[Cs+].C1(P(C2C=CC=CC=2)C2C3OC4C(=CC=CC=4P(C4C=CC=CC=4)C4C=CC=CC=4)C(C)(C)C=3C=CC=2)C=CC=CC=1. The catalyst is O1CCOCC1.[Cl-].[Na+].O. The product is [NH2:18][C@@H:19]1[CH2:24][CH2:23][C@H:22]([NH:25][C:35]2[N:40]3[N:41]=[C:42]([NH:44][C:45]4[CH:52]=[CH:51][C:48]([C:49]([NH2:50])=[O:62])=[CH:47][CH:46]=4)[N:43]=[C:39]3[CH:38]=[CH:37][CH:36]=2)[CH2:21][CH2:20]1. The yield is 0.290. (2) The reactants are [NH2:1][CH2:2][C@H:3]([C:5]1[CH:10]=[CH:9][CH:8]=[CH:7][CH:6]=1)[OH:4].C(O)(=O)C.[C:15]1([S:21]([C:24]2[CH:31]=[CH:30][C:27]([CH:28]=O)=[CH:26][CH:25]=2)(=[O:23])=[O:22])[CH:20]=[CH:19][CH:18]=[CH:17][CH:16]=1.C(O[BH-](OC(=O)C)OC(=O)C)(=O)C.[Na+]. The catalyst is C1COCC1. The product is [C:15]1([S:21]([C:24]2[CH:25]=[CH:26][C:27]([CH2:28][NH:1][CH2:2][C@H:3]([C:5]3[CH:10]=[CH:9][CH:8]=[CH:7][CH:6]=3)[OH:4])=[CH:30][CH:31]=2)(=[O:23])=[O:22])[CH:16]=[CH:17][CH:18]=[CH:19][CH:20]=1. The yield is 0.680. (3) No catalyst specified. The reactants are [C:1]([C:5]1[CH:9]=[C:8]([NH:10][C:11]([NH:13][C:14]2[CH:19]=[C:18]([O:20][C:21]3[CH:22]=[N:23][CH:24]=[CH:25][CH:26]=3)[CH:17]=[C:16]([C:27]#[N:28])[CH:15]=2)=[O:12])[N:7]([C:29]2[CH:30]=[C:31]3[C:36](=[CH:37][CH:38]=2)[CH2:35][N:34](C(OC(C)(C)C)=O)[CH2:33][CH2:32]3)[N:6]=1)([CH3:4])([CH3:3])[CH3:2].C(Cl)[Cl:47]. The yield is 0.930. The product is [ClH:47].[C:1]([C:5]1[CH:9]=[C:8]([NH:10][C:11]([NH:13][C:14]2[CH:19]=[C:18]([O:20][C:21]3[CH:22]=[N:23][CH:24]=[CH:25][CH:26]=3)[CH:17]=[C:16]([C:27]#[N:28])[CH:15]=2)=[O:12])[N:7]([C:29]2[CH:30]=[C:31]3[C:36](=[CH:37][CH:38]=2)[CH2:35][NH:34][CH2:33][CH2:32]3)[N:6]=1)([CH3:4])([CH3:2])[CH3:3]. (4) The reactants are [CH3:1][O:2][C:3](=[O:15])[CH2:4][CH2:5][CH2:6][CH2:7][C:8]1[CH:13]=[CH:12][CH:11]=[C:10]([NH2:14])[CH:9]=1.C(N(C(C)C)C(C)C)C.Cl[C:26]([O:28][CH2:29][CH3:30])=[O:27]. The catalyst is ClCCl. The product is [CH3:1][O:2][C:3](=[O:15])[CH2:4][CH2:5][CH2:6][CH2:7][C:8]1[CH:13]=[CH:12][CH:11]=[C:10]([NH:14][C:26]([O:28][CH2:29][CH3:30])=[O:27])[CH:9]=1. The yield is 0.876. (5) The reactants are [CH3:1][C:2]1[C:10]2[C:5](=[CH:6][CH:7]=[C:8](Br)[CH:9]=2)[NH:4][CH:3]=1.[CH2:12]([O:14][C:15](=[O:35])[CH:16]=[C:17](C1C=CC=C2C=1C(C#N)=CN2)[C:18]1[CH:23]=[CH:22][CH:21]=[CH:20][CH:19]=1)[CH3:13]. No catalyst specified. The product is [CH2:12]([O:14][C:15](=[O:35])[CH:16]=[C:17]([C:8]1[CH:9]=[C:10]2[C:5](=[CH:6][CH:7]=1)[NH:4][CH:3]=[C:2]2[CH3:1])[C:18]1[CH:23]=[CH:22][CH:21]=[CH:20][CH:19]=1)[CH3:13]. The yield is 0.900. (6) The reactants are [O:1]=[C:2]1[N:7]([CH2:8][C:9]([OH:11])=O)[N:6]=[N:5][C:4]2[CH:12]=[CH:13][CH:14]=[CH:15][C:3]1=2.[F:16][C:17]([F:28])([F:27])[C:18]1[CH:23]=[CH:22][C:21]([C@@H:24]([NH2:26])[CH3:25])=[CH:20][CH:19]=1. The yield is 0.880. No catalyst specified. The product is [O:1]=[C:2]1[N:7]([CH2:8][C:9]([NH:26][C@H:24]([C:21]2[CH:20]=[CH:19][C:18]([C:17]([F:16])([F:27])[F:28])=[CH:23][CH:22]=2)[CH3:25])=[O:11])[N:6]=[N:5][C:4]2[CH:12]=[CH:13][CH:14]=[CH:15][C:3]1=2.